From a dataset of Forward reaction prediction with 1.9M reactions from USPTO patents (1976-2016). Predict the product of the given reaction. (1) Given the reactants [NH2:1][C:2]1[C:3](=[O:14])[NH:4][C:5](=[S:13])[N:6]([CH2:9][CH:10]([CH3:12])[CH3:11])[C:7]=1[NH2:8].[F:15][C:16]([F:21])([F:20])[C:17](O)=O, predict the reaction product. The product is: [CH2:9]([N:6]1[C:7]2[N:8]=[C:17]([C:16]([F:21])([F:20])[F:15])[NH:1][C:2]=2[C:3](=[O:14])[NH:4][C:5]1=[S:13])[CH:10]([CH3:11])[CH3:12]. (2) The product is: [N:21]12[CH2:22][CH2:23][CH:24]([CH2:19][CH2:20]1)[C@@H:1]([O:2][C:3](=[O:17])[C:4]([CH:11]1[CH2:16][CH2:15][CH2:14][CH2:13][CH2:12]1)([OH:10])[C:5]1[S:6][CH:7]=[CH:8][CH:9]=1)[CH2:26]2. Given the reactants [CH3:1][O:2][C:3](=[O:17])[C:4]([CH:11]1[CH2:16][CH2:15][CH2:14][CH2:13][CH2:12]1)([OH:10])[C:5]1[S:6][CH:7]=[CH:8][CH:9]=1.O[C@@H:19]1[CH:24]2C[CH2:26][N:21]([CH2:22][CH2:23]2)[CH2:20]1, predict the reaction product. (3) Given the reactants I[C:2]1[N:7]=[N:6][C:5]2[N:8]([S:11]([C:14]3[CH:19]=[CH:18][CH:17]=[CH:16][CH:15]=3)(=[O:13])=[O:12])[CH:9]=[CH:10][C:4]=2[CH:3]=1.[CH2:20]([N:24]1[CH:28]=[C:27]([C:29]([O:31][CH3:32])=[O:30])[N:26]=[N:25]1)[CH2:21][C:22]#[CH:23].CCN(CC)CC, predict the reaction product. The product is: [C:14]1([S:11]([N:8]2[C:5]3[N:6]=[N:7][C:2]([C:23]#[C:22][CH2:21][CH2:20][N:24]4[CH:28]=[C:27]([C:29]([O:31][CH3:32])=[O:30])[N:26]=[N:25]4)=[CH:3][C:4]=3[CH:10]=[CH:9]2)(=[O:13])=[O:12])[CH:19]=[CH:18][CH:17]=[CH:16][CH:15]=1.